From a dataset of Peptide-MHC class II binding affinity with 134,281 pairs from IEDB. Regression. Given a peptide amino acid sequence and an MHC pseudo amino acid sequence, predict their binding affinity value. This is MHC class II binding data. (1) The peptide sequence is ALWRVSAEEY. The MHC is DRB1_0701 with pseudo-sequence DRB1_0701. The binding affinity (normalized) is 0.170. (2) The peptide sequence is MTSLALVGAALHPFA. The MHC is DRB1_0901 with pseudo-sequence DRB1_0901. The binding affinity (normalized) is 0.770. (3) The peptide sequence is TKCYKLEHPVTGCGERTE. The MHC is DRB1_0401 with pseudo-sequence DRB1_0401. The binding affinity (normalized) is 0.502. (4) The peptide sequence is ETIDTICDQCIANGV. The MHC is DRB1_0101 with pseudo-sequence DRB1_0101. The binding affinity (normalized) is 0.383. (5) The peptide sequence is AEGLSGEPKGAAESS. The MHC is DRB1_1302 with pseudo-sequence DRB1_1302. The binding affinity (normalized) is 0.261. (6) The peptide sequence is QEALEDFREFSRAKGL. The MHC is DRB1_0401 with pseudo-sequence DRB1_0401. The binding affinity (normalized) is 0.0909. (7) The MHC is DRB1_0701 with pseudo-sequence DRB1_0701. The peptide sequence is MGDDHFWAVRGGGGE. The binding affinity (normalized) is 0.436.